From a dataset of Catalyst prediction with 721,799 reactions and 888 catalyst types from USPTO. Predict which catalyst facilitates the given reaction. (1) Reactant: [Br:1][C:2]1[CH:3]=[C:4]([CH2:8][CH2:9][OH:10])[CH:5]=[CH:6][CH:7]=1.CC(OI1(OC(C)=O)(OC(C)=O)OC(=O)C2C=CC=CC1=2)=O.S([O-])([O-])(=O)=S.[Na+].[Na+].C([O-])(O)=O.[Na+]. Product: [Br:1][C:2]1[CH:3]=[C:4]([CH2:8][CH:9]=[O:10])[CH:5]=[CH:6][CH:7]=1. The catalyst class is: 2. (2) Reactant: [CH3:1][N:2]1[C:15]2[C:10](=[CH:11][CH:12]=[CH:13][CH:14]=2)[CH:9]([C:16]([OH:18])=O)[C:8]2[CH:7]=[CH:6][CH:5]=[CH:4][C:3]1=2.S(Cl)([Cl:21])=O. Product: [CH3:1][N:2]1[C:15]2[C:10](=[CH:11][CH:12]=[CH:13][CH:14]=2)[CH:9]([C:16]([Cl:21])=[O:18])[C:8]2[CH:7]=[CH:6][CH:5]=[CH:4][C:3]1=2. The catalyst class is: 4. (3) Product: [Br:1][C:2]1[CH:11]=[C:10]2[C:5]([CH:6]=[CH:7][C:8]([O:12][CH2:17][CH2:18][N:19]3[CH2:23][CH2:22][CH2:21][CH2:20]3)=[CH:9]2)=[CH:4][CH:3]=1. The catalyst class is: 1. Reactant: [Br:1][C:2]1[CH:11]=[C:10]2[C:5]([CH:6]=[CH:7][C:8]([OH:12])=[CH:9]2)=[CH:4][CH:3]=1.[H-].[Na+].Cl.Cl[CH2:17][CH2:18][N:19]1[CH2:23][CH2:22][CH2:21][CH2:20]1. (4) Reactant: Cl[C:2]1[N:7]2C=[CH:9][N:10]=[C:6]2[CH:5]=[C:4]([Cl:11])[N:3]=1.FC(F)(F)C(O)=O.[NH2:19][CH2:20][CH2:21][NH:22][C:23]1[N:28]=[C:27]([NH2:29])[C:26]([N+:30]([O-:32])=[O:31])=[CH:25][CH:24]=1.CC[N:35](C(C)C)C(C)C.O. Product: [Cl:11][C:4]1[N:3]=[C:2]([NH:19][CH2:20][CH2:21][NH:22][C:23]2[N:28]=[C:27]([NH2:29])[C:26]([N+:30]([O-:32])=[O:31])=[CH:25][CH:24]=2)[N:7]2[N:35]=[CH:9][N:10]=[C:6]2[CH:5]=1. The catalyst class is: 41. (5) Reactant: [CH3:1][O:2][C:3]1[C:12]([NH:13][C:14](=[O:18])OCC)=[N:11][C:10]2[C:5](=[CH:6][CH:7]=[C:8]([O:19][CH3:20])[CH:9]=2)[N:4]=1.[C:21]1([N:27]2[CH2:32][CH2:31][NH:30][CH2:29][CH2:28]2)[CH:26]=[CH:25][CH:24]=[CH:23][CH:22]=1.C1CCN2C(=NCCC2)CC1. Product: [CH3:1][O:2][C:3]1[C:12]([NH:13][C:14]([N:30]2[CH2:31][CH2:32][N:27]([C:21]3[CH:26]=[CH:25][CH:24]=[CH:23][CH:22]=3)[CH2:28][CH2:29]2)=[O:18])=[N:11][C:10]2[C:5](=[CH:6][CH:7]=[C:8]([O:19][CH3:20])[CH:9]=2)[N:4]=1. The catalyst class is: 7. (6) Reactant: C([N:8]1[C:13](=[O:14])[C:12]2[N:15]([CH2:20][C:21]3[CH:26]=[CH:25][CH:24]=[CH:23][CH:22]=3)[CH:16]=[C:17]([C:18]#[N:19])[C:11]=2[N:10]([CH3:27])[C:9]1=[O:28])C1C=CC=CC=1.B(Br)(Br)Br.CO. Product: [CH2:20]([N:15]1[C:12]2[C:13](=[O:14])[NH:8][C:9](=[O:28])[N:10]([CH3:27])[C:11]=2[C:17]([C:18]#[N:19])=[CH:16]1)[C:21]1[CH:26]=[CH:25][CH:24]=[CH:23][CH:22]=1. The catalyst class is: 113. (7) Reactant: [Li]CCCC.Br[C:7]1[CH:12]=[C:11]([C:13]([F:16])([F:15])[F:14])[CH:10]=[CH:9][N:8]=1.[F:17][C:18]1[CH:19]=[C:20]([CH:23]=[C:24]([C:26]([F:29])([F:28])[F:27])[CH:25]=1)[C:21]#[N:22].C[Si](Cl)(C)C.[CH2:35]([Mg]Cl)[C:36]1[CH:41]=[CH:40][CH:39]=[CH:38][CH:37]=1. Product: [F:17][C:18]1[CH:19]=[C:20]([C:21]([C:7]2[CH:12]=[C:11]([C:13]([F:16])([F:15])[F:14])[CH:10]=[CH:9][N:8]=2)([NH2:22])[CH2:35][C:36]2[CH:41]=[CH:40][CH:39]=[CH:38][CH:37]=2)[CH:23]=[C:24]([C:26]([F:27])([F:28])[F:29])[CH:25]=1. The catalyst class is: 28. (8) Reactant: O.[NH2:2][NH2:3].[C:4]([O:8][C:9](=[O:24])[NH:10][C:11]([C:17]1[CH:22]=[CH:21][CH:20]=[C:19]([Br:23])[CH:18]=1)([CH3:16])[C:12](=O)[C:13]#[CH:14])([CH3:7])([CH3:6])[CH3:5]. Product: [C:4]([O:8][C:9](=[O:24])[NH:10][C:11]([C:17]1[CH:22]=[CH:21][CH:20]=[C:19]([Br:23])[CH:18]=1)([C:12]1[CH:13]=[CH:14][NH:3][N:2]=1)[CH3:16])([CH3:7])([CH3:6])[CH3:5]. The catalyst class is: 14. (9) Reactant: [Cl:1][C:2]1[CH:7]=[C:6]([O:8][C:9]2[C:18]3[C:13](=[CH:14][C:15]([OH:21])=[C:16]([C:19]#[N:20])[CH:17]=3)[N:12]=[CH:11][CH:10]=2)[CH:5]=[CH:4][C:3]=1[NH:22][C:23]([NH:25][CH3:26])=[O:24].CN(C)C=O.CC1C=CC(S(O[CH2:43][C@@H:44]2[O:46][CH2:45]2)(=O)=O)=CC=1.C(=O)([O-])[O-].[K+].[K+]. Product: [C:19]([C:16]1[CH:17]=[C:18]2[C:13](=[CH:14][C:15]=1[O:21][CH2:43][C@H:44]1[CH2:45][O:46]1)[N:12]=[CH:11][CH:10]=[C:9]2[O:8][C:6]1[CH:5]=[CH:4][C:3]([NH:22][C:23]([NH:25][CH3:26])=[O:24])=[C:2]([Cl:1])[CH:7]=1)#[N:20]. The catalyst class is: 84. (10) Reactant: [NH2:1][C:2]1[CH:3]=[C:4]([CH:21]=[CH:22][CH:23]=1)[O:5][C:6]1[CH:7]=[CH:8][C:9]2[N:10]([CH:12]=[C:13]([NH:15][C:16]([CH:18]3[CH2:20][CH2:19]3)=[O:17])[N:14]=2)[N:11]=1.[CH3:24][S:25]([CH2:28][C:29](O)=[O:30])(=[O:27])=[O:26].Cl.CN(C)CCCN=C=NCC.ON1C2C=CC=CC=2N=N1.C(N(CC)CC)C. Product: [CH3:24][S:25]([CH2:28][C:29]([NH:1][C:2]1[CH:3]=[C:4]([CH:21]=[CH:22][CH:23]=1)[O:5][C:6]1[CH:7]=[CH:8][C:9]2[N:10]([CH:12]=[C:13]([NH:15][C:16]([CH:18]3[CH2:20][CH2:19]3)=[O:17])[N:14]=2)[N:11]=1)=[O:30])(=[O:27])=[O:26]. The catalyst class is: 9.